From a dataset of Forward reaction prediction with 1.9M reactions from USPTO patents (1976-2016). Predict the product of the given reaction. (1) Given the reactants [OH:1][C:2]1[CH:7]=[CH:6][C:5]([C:8]2[CH:13]=[CH:12][C:11]([CH3:14])=[C:10]([F:15])[CH:9]=2)=[CH:4][CH:3]=1.[P:16](Cl)(Cl)(Cl)=[O:17].Cl.[CH:22]([O:25][C:26](=[O:30])[C@H:27]([CH3:29])[NH2:28])([CH3:24])[CH3:23].FC1C(O)=C(F)C(F)=C(F)C=1F.[F:43][C@:44]1([CH3:60])[C@H:48]([OH:49])[C@@H:47]([CH2:50][OH:51])[O:46][C@H:45]1[N:52]1[CH:59]=[CH:58][C:56](=[O:57])[NH:55][C:53]1=[O:54], predict the reaction product. The product is: [CH:22]([O:25][C:26](=[O:30])[CH:27]([NH:28][P:16]([O:1][C:2]1[CH:3]=[CH:4][C:5]([C:8]2[CH:13]=[CH:12][C:11]([CH3:14])=[C:10]([F:15])[CH:9]=2)=[CH:6][CH:7]=1)([O:51][CH2:50][C@@H:47]1[C@@H:48]([OH:49])[C@:44]([F:43])([CH3:60])[C@H:45]([N:52]2[CH:59]=[CH:58][C:56](=[O:57])[NH:55][C:53]2=[O:54])[O:46]1)=[O:17])[CH3:29])([CH3:24])[CH3:23]. (2) Given the reactants C[O:2][CH:3](OC)[CH2:4][CH2:5][N:6]1[CH:11]=[C:10]([C:12]2[CH:13]=[N:14][CH:15]=[CH:16][C:17]=2[CH3:18])[C:9](=[O:19])[NH:8][C:7]1=[O:20], predict the reaction product. The product is: [CH3:18][C:17]1[CH:16]=[CH:15][N:14]=[CH:13][C:12]=1[C:10]1[C:9](=[O:19])[NH:8][C:7](=[O:20])[N:6]([CH2:5][CH2:4][CH:3]=[O:2])[CH:11]=1. (3) The product is: [C:30]([O:34][C:35]([N:37]1[CH2:46][CH2:45][C:44]2[C:39](=[CH:40][CH:41]=[C:42]([CH:47]([NH:49][C:1](=[O:5])[CH3:2])[CH3:48])[CH:43]=2)[CH2:38]1)=[O:36])([CH3:33])([CH3:31])[CH3:32]. Given the reactants [C:1]([O:5]C(N1CCC2C(=CC=C(C(=O)C)C=2)C1)=O)(C)(C)[CH3:2].C([O-])(=O)C.[NH4+].C([BH3-])#N.[Na+].[C:30]([O:34][C:35]([N:37]1[CH2:46][CH2:45][C:44]2[C:39](=[CH:40][CH:41]=[C:42]([CH:47]([NH2:49])[CH3:48])[CH:43]=2)[CH2:38]1)=[O:36])([CH3:33])([CH3:32])[CH3:31].C(Cl)(=O)C, predict the reaction product. (4) Given the reactants [F:1][C:2]([F:13])([C:5]1[CH:10]=[CH:9][C:8]([CH2:11][F:12])=[CH:7][N:6]=1)[CH2:3][OH:4].CCN(C(C)C)C(C)C.[O:23](S(C(F)(F)F)(=O)=O)[S:24]([C:27]([F:30])([F:29])[F:28])(=O)=[O:25].N#N, predict the reaction product. The product is: [F:28][C:27]([F:30])([F:29])[S:24]([O:4][CH2:3][C:2]([F:1])([F:13])[C:5]1[CH:10]=[CH:9][C:8]([CH2:11][F:12])=[CH:7][N:6]=1)(=[O:25])=[O:23].